Dataset: Full USPTO retrosynthesis dataset with 1.9M reactions from patents (1976-2016). Task: Predict the reactants needed to synthesize the given product. (1) Given the product [CH2:1]([CH:3]([C:6]1[C:7]2[N:8]([C:13]([C:17]3[C:21]4[CH:22]=[CH:23][CH:24]=[C:25]([C@@H:26]([O:28][CH3:32])[CH3:27])[C:20]=4[O:19][C:18]=3[CH3:29])=[C:14]([CH3:16])[N:15]=2)[N:9]=[C:10]([CH3:12])[CH:11]=1)[CH2:4][CH3:5])[CH3:2], predict the reactants needed to synthesize it. The reactants are: [CH2:1]([CH:3]([C:6]1[C:7]2[N:8]([C:13]([C:17]3[C:21]4[CH:22]=[CH:23][CH:24]=[C:25]([C@@H:26]([OH:28])[CH3:27])[C:20]=4[O:19][C:18]=3[CH3:29])=[C:14]([CH3:16])[N:15]=2)[N:9]=[C:10]([CH3:12])[CH:11]=1)[CH2:4][CH3:5])[CH3:2].[H-].[Na+].[CH3:32]I. (2) Given the product [F:1][C:2]1[CH:38]=[C:37]([F:39])[CH:36]=[CH:35][C:3]=1[CH2:4][N:5]([CH2:18][C:19]1[CH:34]=[CH:33][C:22]([O:23][C:24]2[CH:25]=[CH:26][C:27]([C:28]([NH:65][CH2:68][CH2:69][C:73]([O:74][CH2:60][CH3:61])=[O:41])=[O:30])=[CH:31][CH:32]=2)=[CH:21][CH:20]=1)[C:6]1[CH:11]=[CH:10][CH:9]=[C:8]([NH:12][S:13]([CH3:16])(=[O:14])=[O:40])[C:7]=1[CH3:17], predict the reactants needed to synthesize it. The reactants are: [F:1][C:2]1[CH:38]=[C:37]([F:39])[CH:36]=[CH:35][C:3]=1[CH2:4][N:5]([CH2:18][C:19]1[CH:34]=[CH:33][C:22]([O:23][C:24]2[CH:32]=[CH:31][C:27]([C:28]([OH:30])=O)=[CH:26][CH:25]=2)=[CH:21][CH:20]=1)[C:6]1[CH:11]=[CH:10][CH:9]=[C:8]([NH:12][S:13]([CH3:16])(=O)=[O:14])[C:7]=1[CH3:17].[OH2:40].[OH:41]N1C2C=CC=CC=2N=N1.Cl.CN(C)CCCN=C=N[CH2:60][CH3:61].C([N:65]([CH2:68][CH3:69])CC)C.CN([CH:73]=[O:74])C.